The task is: Predict the reactants needed to synthesize the given product.. This data is from Full USPTO retrosynthesis dataset with 1.9M reactions from patents (1976-2016). (1) The reactants are: [Cl:1][C:2]1[CH:3]=[C:4]2[C:8](=[C:9]([F:11])[CH:10]=1)[NH:7][C:6]1[CH2:12][C@H:13]3[N:17]([CH2:18][C:5]2=1)[CH2:16][CH2:15][CH2:14]3.[H-].[Na+].[CH3:21][C:22]1([C:25]2[CH:30]=[CH:29][N:28]=[CH:27][CH:26]=2)[CH2:24][O:23]1. Given the product [Cl:1][C:2]1[CH:3]=[C:4]2[C:8](=[C:9]([F:11])[CH:10]=1)[N:7]([CH2:21][C:22]([C:25]1[CH:30]=[CH:29][N:28]=[CH:27][CH:26]=1)([OH:23])[CH3:24])[C:6]1[CH2:12][C@H:13]3[N:17]([CH2:18][C:5]2=1)[CH2:16][CH2:15][CH2:14]3, predict the reactants needed to synthesize it. (2) Given the product [C:15]([N:13]([CH3:14])[C@H:10]1[CH2:9][C@@H:8]([C:19]([O:21][CH3:22])=[O:20])[C@@H:7]([N:4]2[CH2:5][CH2:6][C@H:2]([NH:1][C:29](=[O:30])[C:28]3[CH:32]=[CH:33][CH:34]=[C:26]([C:25]([F:24])([F:35])[F:36])[CH:27]=3)[C:3]2=[O:23])[CH2:12][CH2:11]1)([CH3:18])([CH3:17])[CH3:16], predict the reactants needed to synthesize it. The reactants are: [NH2:1][C@H:2]1[CH2:6][CH2:5][N:4]([C@H:7]2[CH2:12][CH2:11][C@@H:10]([N:13]([C:15]([CH3:18])([CH3:17])[CH3:16])[CH3:14])[CH2:9][C@H:8]2[C:19]([O:21][CH3:22])=[O:20])[C:3]1=[O:23].[F:24][C:25]([F:36])([F:35])[C:26]1[CH:27]=[C:28]([CH:32]=[CH:33][CH:34]=1)[C:29](O)=[O:30].CCN=C=NCCCN(C)C.C1C=CC2N(O)N=NC=2C=1.CCN(CC)CC. (3) The reactants are: [F:1][C:2]1[CH:3]=[C:4]2[C:8](=[CH:9][CH:10]=1)[NH:7][CH:6]=[CH:5]2.[H-].[Na+].[Br:13][C:14]1[CH:15]=[CH:16][C:17]([NH:24][C:25](=[O:36])[C:26]2[CH:31]=[CH:30][C:29]([S:32](Cl)(=[O:34])=[O:33])=[CH:28][CH:27]=2)=[C:18]([CH:23]=1)[C:19]([O:21]C)=[O:20]. Given the product [Br:13][C:14]1[CH:15]=[CH:16][C:17]([NH:24][C:25](=[O:36])[C:26]2[CH:31]=[CH:30][C:29]([S:32]([N:7]3[C:8]4[C:4](=[CH:3][C:2]([F:1])=[CH:10][CH:9]=4)[CH:5]=[CH:6]3)(=[O:33])=[O:34])=[CH:28][CH:27]=2)=[C:18]([CH:23]=1)[C:19]([OH:21])=[O:20], predict the reactants needed to synthesize it.